This data is from Catalyst prediction with 721,799 reactions and 888 catalyst types from USPTO. The task is: Predict which catalyst facilitates the given reaction. (1) Reactant: [O:1]=[C:2]([N:19]1[CH2:24][CH2:23][NH:22][CH2:21][CH2:20]1)[CH2:3][NH:4][C:5]([C:7]1[CH:12]=[CH:11][C:10]([C:13]2[CH:18]=[CH:17][CH:16]=[CH:15][CH:14]=2)=[CH:9][CH:8]=1)=[O:6].[C:25]1(=[O:35])[O:30][C:28](=[O:29])[C:27]2=[CH:31][CH:32]=[CH:33][CH:34]=[C:26]12. Product: [C:10]1([C:13]2[CH:18]=[CH:17][CH:16]=[CH:15][CH:14]=2)[CH:9]=[CH:8][C:7]([C:5]([NH:4][CH2:3][C:2]([N:19]2[CH2:24][CH2:23][N:22]([C:25]([C:26]3[CH:34]=[CH:33][CH:32]=[CH:31][C:27]=3[C:28]([OH:30])=[O:29])=[O:35])[CH2:21][CH2:20]2)=[O:1])=[O:6])=[CH:12][CH:11]=1. The catalyst class is: 11. (2) Reactant: Cl.[NH2:2][C:3]1[CH:8]=[CH:7][C:6]([OH:9])=[CH:5][C:4]=1[Cl:10].Cl[C:12]([O:14][CH2:15][C:16]1[CH:21]=[CH:20][CH:19]=[CH:18][CH:17]=1)=[O:13]. Product: [Cl:10][C:4]1[CH:5]=[C:6]([OH:9])[CH:7]=[CH:8][C:3]=1[NH:2][C:12](=[O:13])[O:14][CH2:15][C:16]1[CH:21]=[CH:20][CH:19]=[CH:18][CH:17]=1. The catalyst class is: 17.